This data is from Forward reaction prediction with 1.9M reactions from USPTO patents (1976-2016). The task is: Predict the product of the given reaction. (1) Given the reactants I[C:2]1[C:10]2[C:5](=[CH:6][C:7]([C:11]#[N:12])=[CH:8][CH:9]=2)[N:4]([CH3:13])[N:3]=1.IC1C2C(=CC(C#N)=CC=2)NN1C.C([Mg]Cl)(C)C.Cl[Sn:33]([CH2:42][CH2:43][CH2:44][CH3:45])([CH2:38][CH2:39][CH2:40][CH3:41])[CH2:34][CH2:35][CH2:36][CH3:37], predict the reaction product. The product is: [CH3:13][N:4]1[C:5]2[C:10](=[CH:9][CH:8]=[C:7]([C:11]#[N:12])[CH:6]=2)[C:2]([Sn:33]([CH2:38][CH2:39][CH2:40][CH3:41])([CH2:42][CH2:43][CH2:44][CH3:45])[CH2:34][CH2:35][CH2:36][CH3:37])=[N:3]1. (2) Given the reactants [CH:1]1[C:6]([OH:7])=[CH:5][CH:4]=[C:3]([CH3:8])[CH:2]=1.[C:9](Cl)(=[O:16])[C:10]1[CH:15]=[CH:14][CH:13]=[CH:12][CH:11]=1.Cl, predict the reaction product. The product is: [C:9]([O:7][C:6]1[CH:5]=[CH:4][C:3]([CH3:8])=[CH:2][CH:1]=1)(=[O:16])[C:10]1[CH:15]=[CH:14][CH:13]=[CH:12][CH:11]=1. (3) Given the reactants FC1C=CC([NH:8][C:9](=[O:17])[C:10]2[CH:15]=[CH:14][C:13](Cl)=[N:12][CH:11]=2)=CC=1.Br.BrCC1C=CC=CN=1.[OH-].[Na+].[OH-].C([N+](CCCC)(CCCC)CCCC)CCC, predict the reaction product. The product is: [C:9]([NH2:8])(=[O:17])[C:10]1[CH:15]=[CH:14][CH:13]=[N:12][CH:11]=1. (4) Given the reactants Br[C:2]1[CH:3]=[C:4]2[C:9](=[CH:10][CH:11]=1)[C:8]([Cl:12])=[N:7][C:6]([Cl:13])=[CH:5]2.C([Li])CCC.CN(C)[CH:21]=[O:22], predict the reaction product. The product is: [Cl:12][C:8]1[C:9]2[C:4](=[CH:3][C:2]([CH:21]=[O:22])=[CH:11][CH:10]=2)[CH:5]=[C:6]([Cl:13])[N:7]=1. (5) Given the reactants [CH3:1][C@H:2]1[CH2:7][N:6]2[N:8]=[CH:9][C:10]([N:11]3[CH2:15][CH:14]([CH2:16][O:17][C:18]4[N:23]=[CH:22][CH:21]=[CH:20][N:19]=4)[CH2:13][C:12]3=[O:24])=[C:5]2[CH2:4][N:3]1[C:25]([O:27]C(C)(C)C)=O.FC(F)(F)C(O)=O.C(N(C(C)C)C(C)C)C.[F:48][C:49]1[CH:50]=[C:51]([NH:57]C(=O)OC2C=CC=CC=2)[CH:52]=[C:53]([F:56])[C:54]=1[F:55], predict the reaction product. The product is: [CH3:1][C@H:2]1[CH2:7][N:6]2[N:8]=[CH:9][C:10]([N:11]3[CH2:15][CH:14]([CH2:16][O:17][C:18]4[N:19]=[CH:20][CH:21]=[CH:22][N:23]=4)[CH2:13][C:12]3=[O:24])=[C:5]2[CH2:4][N:3]1[C:25]([NH:57][C:51]1[CH:50]=[C:49]([F:48])[C:54]([F:55])=[C:53]([F:56])[CH:52]=1)=[O:27]. (6) Given the reactants [N+:1]([C:4]1[CH:9]=[CH:8][N:7]=[C:6]([CH2:10][S:11][C:12]2[NH:16][C:15]3[CH:17]=[CH:18][CH:19]=[CH:20][C:14]=3[N:13]=2)[C:5]=1[CH3:21])([O-:3])=[O:2].C(C(C([O-])=O)(O)C(CC)(O)C([O-])=[O:27])C.C(N(C(C)C)CC)(C)C.[O-]O.C1(C(C)C)C=CC=CC=1, predict the reaction product. The product is: [N+:1]([C:4]1[CH:9]=[CH:8][N:7]=[C:6]([CH2:10][S@:11]([C:12]2[NH:13][C:14]3[CH:20]=[CH:19][CH:18]=[CH:17][C:15]=3[N:16]=2)=[O:27])[C:5]=1[CH3:21])([O-:3])=[O:2].